From a dataset of Forward reaction prediction with 1.9M reactions from USPTO patents (1976-2016). Predict the product of the given reaction. (1) Given the reactants C([O:4][C:5](=[O:65])[C@H:6]([CH2:15][C:16]1[CH:21]=[CH:20][C:19]([O:22][C:23](=[O:64])[NH:24][C@@H:25]([CH2:54][CH2:55][NH:56][C:57](=[O:63])[O:58][C:59]([CH3:62])([CH3:61])[CH3:60])[C:26](=[O:53])[NH:27][C@H:28]([C:50](=[O:52])[NH2:51])[CH2:29][S:30][C:31]([C:44]2[CH:49]=[CH:48][CH:47]=[CH:46][CH:45]=2)([C:38]2[CH:43]=[CH:42][CH:41]=[CH:40][CH:39]=2)[C:32]2[CH:37]=[CH:36][CH:35]=[CH:34][CH:33]=2)=[CH:18][CH:17]=1)[NH:7][C:8]([O:10][C:11]([CH3:14])([CH3:13])[CH3:12])=[O:9])C=C.C(N(CC)CC)C.C(O)=O, predict the reaction product. The product is: [C:11]([O:10][C:8]([NH:7][C@H:6]([C:5]([OH:65])=[O:4])[CH2:15][C:16]1[CH:17]=[CH:18][C:19]([O:22][C:23](=[O:64])[NH:24][C@@H:25]([CH2:54][CH2:55][NH:56][C:57](=[O:63])[O:58][C:59]([CH3:60])([CH3:62])[CH3:61])[C:26](=[O:53])[NH:27][C@H:28]([C:50](=[O:52])[NH2:51])[CH2:29][S:30][C:31]([C:32]2[CH:37]=[CH:36][CH:35]=[CH:34][CH:33]=2)([C:38]2[CH:39]=[CH:40][CH:41]=[CH:42][CH:43]=2)[C:44]2[CH:49]=[CH:48][CH:47]=[CH:46][CH:45]=2)=[CH:20][CH:21]=1)=[O:9])([CH3:12])([CH3:13])[CH3:14]. (2) Given the reactants [F:1][C:2]1[CH:7]=[CH:6][C:5]([N:8]2[C:16]3[C:11](=[CH:12][C:13]([O:17][CH:18]([C:23]4[CH:28]=[CH:27][CH:26]=[CH:25][CH:24]=4)[C:19]([O:21]C)=[O:20])=[CH:14][CH:15]=3)[CH:10]=[N:9]2)=[CH:4][CH:3]=1.C[Si](C)(C)[C:31]([F:34])([F:33])[F:32].[F-].[Cs+].CCCC[N+](CCCC)(CCCC)CCCC.[F-], predict the reaction product. The product is: [F:32][C:31]([F:34])([F:33])[C:19]([OH:20])([OH:21])[CH:18]([O:17][C:13]1[CH:12]=[C:11]2[C:16](=[CH:15][CH:14]=1)[N:8]([C:5]1[CH:4]=[CH:3][C:2]([F:1])=[CH:7][CH:6]=1)[N:9]=[CH:10]2)[C:23]1[CH:28]=[CH:27][CH:26]=[CH:25][CH:24]=1. (3) Given the reactants Cl[CH:2]([C:7]1[N:11]([CH3:12])[C:10]([S:13][CH2:14][CH:15]2[CH2:17][CH2:16]2)=[N:9][N:8]=1)[CH2:3][CH:4]1[CH2:6][CH2:5]1.[N-:18]=[N+]=[N-].[Na+].C1(P(C2C=CC=CC=2)C2C=CC=CC=2)C=CC=CC=1, predict the reaction product. The product is: [CH:4]1([CH2:3][CH:2]([C:7]2[N:11]([CH3:12])[C:10]([S:13][CH2:14][CH:15]3[CH2:17][CH2:16]3)=[N:9][N:8]=2)[NH2:18])[CH2:6][CH2:5]1. (4) Given the reactants [OH:1][CH2:2][C:3]([NH:6][C:7]([NH:9][C:10]1[CH:11]=[C:12]2[C:17](=[CH:18][CH:19]=1)[N:16]=[CH:15][N:14]=[C:13]2[NH:20][C:21]1[CH:26]=[CH:25][C:24]([O:27][C:28]2[CH:29]=[CH:30][C:31]3[O:35][C:34]([CH3:36])=[N:33][C:32]=3[CH:37]=2)=[C:23]([CH3:38])[CH:22]=1)=S)([CH3:5])[CH3:4].[OH-].[Na+].S(Cl)(C1C=CC(C)=CC=1)(=O)=O.O, predict the reaction product. The product is: [CH3:4][C:3]1([CH3:5])[CH2:2][O:1][C:7]([NH:9][C:10]2[CH:11]=[C:12]3[C:17](=[CH:18][CH:19]=2)[N:16]=[CH:15][N:14]=[C:13]3[NH:20][C:21]2[CH:26]=[CH:25][C:24]([O:27][C:28]3[CH:29]=[CH:30][C:31]4[O:35][C:34]([CH3:36])=[N:33][C:32]=4[CH:37]=3)=[C:23]([CH3:38])[CH:22]=2)=[N:6]1. (5) Given the reactants [C:1]([O:5][C:6]([N:8]1[CH2:17][CH2:16][C:15]2[C:10](=[C:11]([C:18]([OH:20])=O)[CH:12]=[CH:13][CH:14]=2)[CH:9]1[CH3:21])=[O:7])([CH3:4])([CH3:3])[CH3:2].F[P-](F)(F)(F)(F)F.N1(O[P+](N2CCCC2)(N2CCCC2)N2CCCC2)C2C=CC=CC=2N=N1.C(N(CC)CC)C.[S:62]1[C:66]2[CH:67]=[CH:68][CH:69]=[CH:70][C:65]=2[N:64]=[C:63]1[NH2:71], predict the reaction product. The product is: [S:62]1[C:66]2[CH:67]=[CH:68][CH:69]=[CH:70][C:65]=2[N:64]=[C:63]1[NH:71][C:18]([C:11]1[CH:12]=[CH:13][CH:14]=[C:15]2[C:10]=1[CH:9]([CH3:21])[N:8]([C:6]([O:5][C:1]([CH3:3])([CH3:4])[CH3:2])=[O:7])[CH2:17][CH2:16]2)=[O:20]. (6) Given the reactants [CH2:1]([O:5][C:6]1[CH:10]=[C:9]([C:11]([O:13]C)=[O:12])[N:8]([CH2:15][C:16]2[CH:21]=[CH:20][C:19]([C:22]([F:25])([F:24])[F:23])=[CH:18][CH:17]=2)[N:7]=1)[CH2:2][CH2:3][CH3:4].[OH-].[Na+].O1CCCC1, predict the reaction product. The product is: [CH2:1]([O:5][C:6]1[CH:10]=[C:9]([C:11]([OH:13])=[O:12])[N:8]([CH2:15][C:16]2[CH:17]=[CH:18][C:19]([C:22]([F:25])([F:24])[F:23])=[CH:20][CH:21]=2)[N:7]=1)[CH2:2][CH2:3][CH3:4]. (7) Given the reactants [CH3:1][O:2][C:3]([N:5]1[CH2:9][CH:8]([C:10]2[C:18]3[C:13](=[CH:14][C:15]([F:19])=[CH:16][CH:17]=3)[NH:12][CH:11]=2)[CH:7]2[N:20]([C:23](=[O:39])[CH:24]([NH:31]C(OC(C)(C)C)=O)[CH:25]3[CH2:30][CH2:29][CH2:28][CH2:27][CH2:26]3)[CH2:21][CH2:22][CH:6]12)=[O:4].C(O)(C(F)(F)F)=O, predict the reaction product. The product is: [CH3:1][O:2][C:3]([N:5]1[CH2:9][CH:8]([C:10]2[C:18]3[C:13](=[CH:14][C:15]([F:19])=[CH:16][CH:17]=3)[NH:12][CH:11]=2)[CH:7]2[N:20]([C:23](=[O:39])[CH:24]([NH2:31])[CH:25]3[CH2:26][CH2:27][CH2:28][CH2:29][CH2:30]3)[CH2:21][CH2:22][CH:6]12)=[O:4].